From a dataset of Reaction yield outcomes from USPTO patents with 853,638 reactions. Predict the reaction yield, written as a fraction of the theoretical maximum amount of product (1.0 means a 100% yield; for example, 0.34 means a 34% yield). (1) The reactants are [Cl:1][C:2]1[C:3]([N+:16]([O-])=O)=[CH:4][C:5]([N+:13]([O-])=O)=[C:6](/[CH:8]=[CH:9]/N(C)C)[CH:7]=1. The catalyst is [Ni].CCO. The product is [Cl:1][C:2]1[CH:7]=[C:6]2[C:5](=[CH:4][C:3]=1[NH2:16])[NH:13][CH:9]=[CH:8]2. The yield is 0.160. (2) The reactants are [NH2:1][C:2]1[N:3]=[N:4][C:5]([C:14]2[CH:15]=[CH:16][C:17]([N:20](C)[C:21](=O)[O-])=[N:18][CH:19]=2)=[C:6]([C:8]2[CH:13]=[CH:12][CH:11]=[CH:10][CH:9]=2)[N:7]=1.FC(F)(F)C(O)=O. The catalyst is ClCCl. The product is [CH3:21][NH:20][C:17]1[N:18]=[CH:19][C:14]([C:5]2[N:4]=[N:3][C:2]([NH2:1])=[N:7][C:6]=2[C:8]2[CH:9]=[CH:10][CH:11]=[CH:12][CH:13]=2)=[CH:15][CH:16]=1. The yield is 0.714. (3) The reactants are [F:1][C:2]1[C:7]([F:8])=[CH:6][CH:5]=[CH:4][C:3]=1[C:9]1[CH:10]=[C:11]2[C:16](=[CH:17][CH:18]=1)[N:15]=[C:14]([C:19]1[CH:20]=[N:21][CH:22]=[CH:23][CH:24]=1)[N:13]=[C:12]2[N:25]1[C:33]2[C:28](=[CH:29][C:30]([N+:34]([O-])=O)=[CH:31][CH:32]=2)[CH2:27][CH2:26]1. The catalyst is CN(C=O)C.[Pd]. The product is [F:1][C:2]1[C:7]([F:8])=[CH:6][CH:5]=[CH:4][C:3]=1[C:9]1[CH:10]=[C:11]2[C:16](=[CH:17][CH:18]=1)[N:15]=[C:14]([C:19]1[CH:20]=[N:21][CH:22]=[CH:23][CH:24]=1)[N:13]=[C:12]2[N:25]1[C:33]2[C:28](=[CH:29][C:30]([NH2:34])=[CH:31][CH:32]=2)[CH2:27][CH2:26]1. The yield is 0.800.